This data is from Catalyst prediction with 721,799 reactions and 888 catalyst types from USPTO. The task is: Predict which catalyst facilitates the given reaction. Reactant: [CH:1]1([NH2:4])[CH2:3][CH2:2]1.C(N(C(C)C)CC)(C)C.[CH3:14][C:15]([O:18][C:19]([NH:21][CH2:22][C:23]1[CH:31]=[CH:30][C:26]([C:27](O)=[O:28])=[CH:25][CH:24]=1)=[O:20])([CH3:17])[CH3:16].C(Cl)CCl.C1C=CC2N(O)N=NC=2C=1. Product: [CH:1]1([NH:4][C:27]([C:26]2[CH:25]=[CH:24][C:23]([CH2:22][NH:21][C:19](=[O:20])[O:18][C:15]([CH3:16])([CH3:14])[CH3:17])=[CH:31][CH:30]=2)=[O:28])[CH2:3][CH2:2]1. The catalyst class is: 3.